Dataset: Forward reaction prediction with 1.9M reactions from USPTO patents (1976-2016). Task: Predict the product of the given reaction. The product is: [CH2:14]([O:16][C:17]([C:19]1[N:38]([C:46]2[CH:47]=[CH:48][C:43]([O:42][CH:39]([CH3:41])[CH3:40])=[CH:44][CH:45]=2)[C:22]2=[CH:23][N:24]=[C:25]([O:27][C:28]3[CH:33]=[CH:32][CH:31]=[C:30]([C:34]([F:37])([F:35])[F:36])[CH:29]=3)[CH:26]=[C:21]2[CH:20]=1)=[O:18])[CH3:15]. Given the reactants CCN(CC)CC.N1C=CC=CC=1.[CH2:14]([O:16][C:17]([C:19]1[NH:38][C:22]2=[CH:23][N:24]=[C:25]([O:27][C:28]3[CH:33]=[CH:32][CH:31]=[C:30]([C:34]([F:37])([F:36])[F:35])[CH:29]=3)[CH:26]=[C:21]2[CH:20]=1)=[O:18])[CH3:15].[CH:39]([O:42][C:43]1[CH:48]=[CH:47][C:46](B(O)O)=[CH:45][CH:44]=1)([CH3:41])[CH3:40], predict the reaction product.